From a dataset of Full USPTO retrosynthesis dataset with 1.9M reactions from patents (1976-2016). Predict the reactants needed to synthesize the given product. (1) Given the product [O:30]=[C:29]([C:31]1[CH:36]=[CH:35][CH:34]=[CH:33][CH:32]=1)[CH2:28][NH:27][C:22]([C:20]1[CH:19]=[N:18][C:14]2[O:15][CH2:16][CH2:17][N:12]([S:9]([C:6]3[CH:7]=[CH:8][C:3]([C:2]([F:26])([F:25])[F:1])=[CH:4][CH:5]=3)(=[O:11])=[O:10])[C:13]=2[CH:21]=1)=[O:23], predict the reactants needed to synthesize it. The reactants are: [F:1][C:2]([F:26])([F:25])[C:3]1[CH:8]=[CH:7][C:6]([S:9]([N:12]2[CH2:17][CH2:16][O:15][C:14]3[N:18]=[CH:19][C:20]([C:22](Cl)=[O:23])=[CH:21][C:13]2=3)(=[O:11])=[O:10])=[CH:5][CH:4]=1.[NH2:27][CH2:28][C:29]([C:31]1[CH:36]=[CH:35][CH:34]=[CH:33][CH:32]=1)=[O:30].CCN(C(C)C)C(C)C. (2) Given the product [Br:27][C:10]1[C:9]2[C:13](=[C:14]([O:16][C:17]3[CH:22]=[CH:21][C:20]([S:23]([CH3:26])(=[O:25])=[O:24])=[CH:19][CH:18]=3)[CH:15]=[C:7]([S:4]([CH:1]([CH3:3])[CH3:2])(=[O:6])=[O:5])[CH:8]=2)[NH:12][N:11]=1, predict the reactants needed to synthesize it. The reactants are: [CH:1]([S:4]([C:7]1[CH:8]=[C:9]2[C:13](=[C:14]([O:16][C:17]3[CH:22]=[CH:21][C:20]([S:23]([CH3:26])(=[O:25])=[O:24])=[CH:19][CH:18]=3)[CH:15]=1)[NH:12][N:11]=[CH:10]2)(=[O:6])=[O:5])([CH3:3])[CH3:2].[Br:27]N1C(=O)CCC1=O. (3) The reactants are: C(O)(=O)C.[CH3:5][C:6]1[C:12]2=[C:13]3[C:17](=[CH:18][CH:19]=[C:11]2[O:10][CH2:9][CH2:8][N:7]=1)[N:16]([S:20]([C:23]1[CH:28]=[CH:27][CH:26]=[CH:25][CH:24]=1)(=[O:22])=[O:21])[CH:15]=[CH:14]3.C(O[BH-](OC(=O)C)OC(=O)C)(=O)C.[Na+]. Given the product [CH3:5][CH:6]1[C:12]2=[C:13]3[C:17](=[CH:18][CH:19]=[C:11]2[O:10][CH2:9][CH2:8][NH:7]1)[N:16]([S:20]([C:23]1[CH:24]=[CH:25][CH:26]=[CH:27][CH:28]=1)(=[O:22])=[O:21])[CH:15]=[CH:14]3, predict the reactants needed to synthesize it. (4) Given the product [Cl:22][C:4]1[C:3]2=[CH:8][CH:9]=[CH:10][N:2]2[N:1]=[CH:6][N:5]=1, predict the reactants needed to synthesize it. The reactants are: [N:1]1[N:2]2[CH:10]=[CH:9][CH:8]=[C:3]2[C:4](O)=[N:5][CH:6]=1.C(N(C(C)C)CC)(C)C.P(Cl)(Cl)([Cl:22])=O.C([O-])(O)=O.[Na+]. (5) Given the product [C:33]([O:32][C:30](=[O:31])[NH:29][C@H:25]([C:26](=[O:27])[NH:8][C:5]1[CH:6]=[CH:7][C:2]([F:1])=[CH:3][C:4]=1[NH:9][C:10]1[CH:15]=[CH:14][CH:13]=[CH:12][CH:11]=1)[C@H:24]([O:23][CH2:16][C:17]1[CH:18]=[CH:19][CH:20]=[CH:21][CH:22]=1)[CH3:37])([CH3:35])([CH3:34])[CH3:36], predict the reactants needed to synthesize it. The reactants are: [F:1][C:2]1[CH:3]=[C:4]([NH:9][C:10]2[CH:15]=[CH:14][CH:13]=[CH:12][CH:11]=2)[C:5]([NH2:8])=[CH:6][CH:7]=1.[CH2:16]([O:23][C@H:24]([CH3:37])[C@H:25]([NH:29][C:30]([O:32][C:33]([CH3:36])([CH3:35])[CH3:34])=[O:31])[C:26](O)=[O:27])[C:17]1[CH:22]=[CH:21][CH:20]=[CH:19][CH:18]=1.C1C=NC2N(O)N=NC=2C=1.CN1CCOCC1.Cl.CN(C)CCCN=C=NCC.